Dataset: Reaction yield outcomes from USPTO patents with 853,638 reactions. Task: Predict the reaction yield, written as a fraction of the theoretical maximum amount of product (1.0 means a 100% yield; for example, 0.34 means a 34% yield). (1) The reactants are [C:1]([O:5][C:6]([NH:8][C:9]([CH3:29])([CH3:28])[CH2:10][C:11]1[C:19]2[C:14](=[C:15](OS(C(F)(F)F)(=O)=O)[CH:16]=[CH:17][CH:18]=2)[NH:13][CH:12]=1)=[O:7])([CH3:4])([CH3:3])[CH3:2].[C:30]([O:34][CH3:35])(=[O:33])[CH:31]=[CH2:32].C(N(CC)CC)C.C(OCC)(=O)C. The catalyst is CN(C)C=O.[Cl-].[Na+].O.Cl[Pd](Cl)([P](C1C=CC=CC=1)(C1C=CC=CC=1)C1C=CC=CC=1)[P](C1C=CC=CC=1)(C1C=CC=CC=1)C1C=CC=CC=1. The product is [CH3:35][O:34][C:30](=[O:33])[CH:31]=[CH:32][C:15]1[CH:16]=[CH:17][CH:18]=[C:19]2[C:14]=1[NH:13][CH:12]=[C:11]2[CH2:10][C:9]([NH:8][C:6]([O:5][C:1]([CH3:4])([CH3:3])[CH3:2])=[O:7])([CH3:29])[CH3:28]. The yield is 0.820. (2) The reactants are C[O:2][C:3](=[O:12])[CH2:4][C:5]1[CH:6]=[N:7][CH:8]=[C:9](Br)[CH:10]=1.[Cl:13][C:14]1[CH:15]=[C:16]2[C:21](=[CH:22][CH:23]=1)[C:20](=[O:24])[NH:19][CH2:18][CH2:17]2.C([O-])([O-])=O.[Cs+].[Cs+].O. The catalyst is O1CCOCC1.[Cu]I. The product is [Cl:13][C:14]1[CH:15]=[C:16]2[C:21](=[CH:22][CH:23]=1)[C:20](=[O:24])[N:19]([C:9]1[CH:10]=[C:5]([CH2:4][C:3]([OH:2])=[O:12])[CH:6]=[N:7][CH:8]=1)[CH2:18][CH2:17]2. The yield is 0.725. (3) The reactants are Cl[C:2]1[N:7]2[N:8]=[C:9]([NH:11][C:12](=[O:19])[C:13]3[CH:18]=[CH:17][CH:16]=[N:15][CH:14]=3)[N:10]=[C:6]2[CH:5]=[C:4]([Cl:20])[CH:3]=1.[CH:21]1([NH2:26])[CH2:25][CH2:24][CH2:23][CH2:22]1. No catalyst specified. The product is [Cl:20][C:4]1[CH:3]=[C:2]([NH:26][CH:21]2[CH2:25][CH2:24][CH2:23][CH2:22]2)[N:7]2[N:8]=[C:9]([NH:11][C:12](=[O:19])[C:13]3[CH:18]=[CH:17][CH:16]=[N:15][CH:14]=3)[N:10]=[C:6]2[CH:5]=1. The yield is 0.0400. (4) The reactants are [CH2:1]([O:3][C:4]([C:6]1[NH:7][CH:8]=[CH:9][C:10]=1[NH2:11])=[O:5])[CH3:2].[Si:12]([O:19][CH:20]([C:23]1[CH:28]=[CH:27][C:26]([O:29][CH3:30])=[CH:25][CH:24]=1)[CH:21]=O)([C:15]([CH3:18])([CH3:17])[CH3:16])([CH3:14])[CH3:13]. No catalyst specified. The product is [CH2:1]([O:3][C:4]([C:6]1[NH:7][CH:8]=[CH:9][C:10]=1[NH:11][CH2:21][CH:20]([O:19][Si:12]([C:15]([CH3:16])([CH3:18])[CH3:17])([CH3:13])[CH3:14])[C:23]1[CH:28]=[CH:27][C:26]([O:29][CH3:30])=[CH:25][CH:24]=1)=[O:5])[CH3:2]. The yield is 0.190.